Predict the reaction yield, written as a fraction of the theoretical maximum amount of product (1.0 means a 100% yield; for example, 0.34 means a 34% yield). From a dataset of Reaction yield outcomes from USPTO patents with 853,638 reactions. (1) The catalyst is O1CCOCC1. The yield is 0.920. The product is [CH3:29][O:28][C:25]1[CH:24]=[CH:23][C:22]([C:12]2[N:11]=[C:10]([C@@H:4]3[NH:5][CH2:6][C@H:2]([OH:1])[CH2:3]3)[N:14]3[C:15]4[CH:21]=[CH:20][NH:19][C:16]=4[N:17]=[CH:18][C:13]=23)=[CH:27][CH:26]=1. The reactants are [OH:1][C@H:2]1[CH2:6][N:5](C(=O)C)[C@@H:4]([C:10]2[N:14]3[C:15]4[CH:21]=[CH:20][NH:19][C:16]=4[N:17]=[CH:18][C:13]3=[C:12]([C:22]3[CH:27]=[CH:26][C:25]([O:28][CH3:29])=[CH:24][CH:23]=3)[N:11]=2)[CH2:3]1.Cl. (2) The reactants are C([N:8]1[C:12]([NH:13][CH:14]2[CH2:19][CH2:18][CH:17]([O:20][Si:21]([C:24]([CH3:27])([CH3:26])[CH3:25])([CH3:23])[CH3:22])[CH2:16][CH2:15]2)=[CH:11][CH:10]=[N:9]1)C1C=CC=CC=1.C(O)(=O)C.C([O-])=O.[NH4+].C(OCC)(=O)C. The catalyst is C(O)C.[OH-].[Pd+2].[OH-]. The product is [Si:21]([O:20][CH:17]1[CH2:18][CH2:19][CH:14]([NH:13][C:12]2[NH:8][N:9]=[CH:10][CH:11]=2)[CH2:15][CH2:16]1)([C:24]([CH3:27])([CH3:26])[CH3:25])([CH3:22])[CH3:23]. The yield is 0.690.